Dataset: Catalyst prediction with 721,799 reactions and 888 catalyst types from USPTO. Task: Predict which catalyst facilitates the given reaction. (1) Reactant: [C:1]([C:3](=[CH:17][NH:18][C:19]1[CH:24]=[CH:23][C:22]([O:25][CH3:26])=[C:21]([I:27])[CH:20]=1)[C:4]([NH:6][C:7]1[CH:12]=[C:11]([O:13][CH3:14])[C:10]([Cl:15])=[CH:9][C:8]=1[Cl:16])=O)#[N:2].CO.P(Cl)(Cl)(Cl)=O. Product: [Cl:16][C:8]1[CH:9]=[C:10]([Cl:15])[C:11]([O:13][CH3:14])=[CH:12][C:7]=1[NH:6][C:4]1[C:24]2[C:19](=[CH:20][C:21]([I:27])=[C:22]([O:25][CH3:26])[CH:23]=2)[N:18]=[CH:17][C:3]=1[C:1]#[N:2]. The catalyst class is: 10. (2) Reactant: [Cl:1][C:2]1[CH:3]=[C:4]([NH:26][C:27]([C:29]2[S:46][C:32]3=[N:33][CH:34]=[C:35]([N:37](S(C)(=O)=O)[S:38]([CH3:41])(=[O:40])=[O:39])[N:36]=[C:31]3[CH:30]=2)=[O:28])[CH:5]=[C:6]([C:8]([C:11]2[CH:16]=[C:15]([O:17][C:18]([F:21])([F:20])[F:19])[CH:14]=[C:13]([O:22][CH:23]([CH3:25])[CH3:24])[CH:12]=2)([CH3:10])[CH3:9])[CH:7]=1.[OH-].[K+].O. Product: [Cl:1][C:2]1[CH:3]=[C:4]([NH:26][C:27]([C:29]2[S:46][C:32]3=[N:33][CH:34]=[C:35]([NH:37][S:38]([CH3:41])(=[O:40])=[O:39])[N:36]=[C:31]3[CH:30]=2)=[O:28])[CH:5]=[C:6]([C:8]([C:11]2[CH:16]=[C:15]([O:17][C:18]([F:21])([F:20])[F:19])[CH:14]=[C:13]([O:22][CH:23]([CH3:24])[CH3:25])[CH:12]=2)([CH3:10])[CH3:9])[CH:7]=1. The catalyst class is: 1. (3) Reactant: [C:1](=[O:11])([O:3][CH2:4][C:5]1[CH:10]=[CH:9][CH:8]=[CH:7][CH:6]=1)[NH2:2].O.[C:13]([OH:17])(=[O:16])[CH:14]=[O:15]. Product: [CH2:4]([O:3][C:1]([NH:2][CH:14]([OH:15])[C:13]([OH:17])=[O:16])=[O:11])[C:5]1[CH:6]=[CH:7][CH:8]=[CH:9][CH:10]=1. The catalyst class is: 28. (4) Product: [CH2:25]([N:32]([CH2:33][CH3:34])[C:20](=[O:22])[CH2:19][O:18][C:17]1[CH:16]=[CH:15][C:14]([CH2:13][CH2:12][S:11][C:6]2[CH:7]=[CH:8][CH:9]=[CH:10][C:5]=2[C:3]([O:2][CH3:1])=[O:4])=[CH:24][CH:23]=1)[C:26]1[CH:31]=[CH:30][CH:29]=[CH:28][CH:27]=1. The catalyst class is: 18. Reactant: [CH3:1][O:2][C:3]([C:5]1[CH:10]=[CH:9][CH:8]=[CH:7][C:6]=1[S:11][CH2:12][CH2:13][C:14]1[CH:24]=[CH:23][C:17]([O:18][CH2:19][C:20]([OH:22])=O)=[CH:16][CH:15]=1)=[O:4].[CH2:25]([NH:32][CH2:33][CH3:34])[C:26]1[CH:31]=[CH:30][CH:29]=[CH:28][CH:27]=1.F[B-](F)(F)F.N1(OC(N(C)C)=[N+](C)C)C2C=CC=CC=2N=N1.C(N(C(C)C)C(C)C)C. (5) Reactant: [CH3:1][S:2]([N:5]1[CH2:8][CH:7]([C:9]([OH:11])=O)[CH2:6]1)(=[O:4])=[O:3].Cl.[CH3:13][NH:14][O:15][CH3:16].CN(C(ON1N=NC2C=CC=NC1=2)=[N+](C)C)C.F[P-](F)(F)(F)(F)F.C(N(C(C)C)CC)(C)C. Product: [CH3:16][O:15][N:14]([CH3:13])[C:9]([CH:7]1[CH2:8][N:5]([S:2]([CH3:1])(=[O:4])=[O:3])[CH2:6]1)=[O:11]. The catalyst class is: 508.